This data is from Full USPTO retrosynthesis dataset with 1.9M reactions from patents (1976-2016). The task is: Predict the reactants needed to synthesize the given product. (1) Given the product [Cl:15][C:16]1[C:22]([N:5]2[CH2:6][CH2:7][C:3]([F:8])([F:2])[CH2:4]2)=[CH:21][C:19]([NH2:20])=[C:18]([N+:24]([O-:26])=[O:25])[CH:17]=1, predict the reactants needed to synthesize it. The reactants are: Cl.[F:2][C:3]1([F:8])[CH2:7][CH2:6][NH:5][CH2:4]1.C(=O)([O-])[O-].[K+].[K+].[Cl:15][C:16]1[C:22](Cl)=[CH:21][C:19]([NH2:20])=[C:18]([N+:24]([O-:26])=[O:25])[CH:17]=1. (2) Given the product [C:1]([O:5][C:6]([N:8]1[CH2:25][CH2:24][C:11]2[N:12]=[C:13]([S:23][CH2:32][C:28]3[CH:27]=[N:26][CH:31]=[CH:30][CH:29]=3)[N:14]([C:17]3[CH:18]=[CH:19][CH:20]=[CH:21][CH:22]=3)[C:15](=[O:16])[C:10]=2[CH2:9]1)=[O:7])([CH3:4])([CH3:2])[CH3:3], predict the reactants needed to synthesize it. The reactants are: [C:1]([O:5][C:6]([N:8]1[CH2:25][CH2:24][C:11]2[NH:12][C:13](=[S:23])[N:14]([C:17]3[CH:22]=[CH:21][CH:20]=[CH:19][CH:18]=3)[C:15](=[O:16])[C:10]=2[CH2:9]1)=[O:7])([CH3:4])([CH3:3])[CH3:2].[N:26]1[CH:31]=[CH:30][CH:29]=[C:28]([CH2:32]Br)[CH:27]=1. (3) Given the product [CH3:1][O:2][C:3](=[O:18])[CH2:4][N:5]1[C:10]2[CH:11]=[C:12]([CH:15]=[C:23]3[S:19][C:20](=[O:25])[NH:21][C:22]3=[O:24])[CH:13]=[CH:14][C:9]=2[O:8][CH2:7][C:6]1=[O:17], predict the reactants needed to synthesize it. The reactants are: [CH3:1][O:2][C:3](=[O:18])[CH2:4][N:5]1[C:10]2[CH:11]=[C:12]([CH:15]=O)[CH:13]=[CH:14][C:9]=2[O:8][CH2:7][C:6]1=[O:17].[S:19]1[CH2:23][C:22](=[O:24])[NH:21][C:20]1=[O:25]. (4) Given the product [Br:1][C:2]1[N:6]2[CH2:7][CH2:8][N:9]([C:33]([NH:32][C:28]([CH3:31])([CH3:30])[CH3:29])=[O:34])[CH2:10][C:5]2=[C:4]([C:11]([NH2:13])=[O:12])[C:3]=1[C:14]1[CH:19]=[CH:18][CH:17]=[C:16]([F:20])[CH:15]=1, predict the reactants needed to synthesize it. The reactants are: [Br:1][C:2]1[N:6]2[CH2:7][CH2:8][NH:9][CH2:10][C:5]2=[C:4]([C:11]([NH2:13])=[O:12])[C:3]=1[C:14]1[CH:19]=[CH:18][CH:17]=[C:16]([F:20])[CH:15]=1.C(N(CC)CC)C.[C:28]([N:32]=[C:33]=[O:34])([CH3:31])([CH3:30])[CH3:29].[OH-].[Na+]. (5) Given the product [CH3:17][O:18][C:19]1[CH:20]=[CH:21][C:22]([N:25]2[CH:29]=[CH:28][C:27]([O:30][CH2:2][C:3]3[C:8]([CH3:9])=[CH:7][CH:6]=[CH:5][C:4]=3[N:10]3[C:14](=[O:15])[N:13]([CH3:16])[N:12]=[N:11]3)=[N:26]2)=[CH:23][CH:24]=1, predict the reactants needed to synthesize it. The reactants are: Br[CH2:2][C:3]1[C:8]([CH3:9])=[CH:7][CH:6]=[CH:5][C:4]=1[N:10]1[C:14](=[O:15])[N:13]([CH3:16])[N:12]=[N:11]1.[CH3:17][O:18][C:19]1[CH:24]=[CH:23][C:22]([N:25]2[CH:29]=[CH:28][C:27]([OH:30])=[N:26]2)=[CH:21][CH:20]=1.C(=O)([O-])[O-].[K+].[K+].C(#N)C. (6) Given the product [C:18]1([C:17]([C:11]2[CH:12]=[CH:13][CH:14]=[CH:15][CH:16]=2)=[CH:26][CH2:25][NH:9][CH2:8][CH:7]([C:1]2[CH:6]=[CH:5][CH:4]=[CH:3][CH:2]=2)[CH3:10])[CH:19]=[CH:20][CH:21]=[CH:22][CH:29]=1, predict the reactants needed to synthesize it. The reactants are: [C:1]1([CH:7]([CH3:10])[CH2:8][NH2:9])[CH:6]=[CH:5][CH:4]=[CH:3][CH:2]=1.[C:11]1([C:17]2[CH:18]=[C:19](C=[CH:25][CH:26]=2)[CH:20]=[CH:21][CH:22]=O)[CH:16]=[CH:15][CH:14]=[CH:13][CH:12]=1.[BH4-].[Na+].[CH3:29]O.